This data is from Full USPTO retrosynthesis dataset with 1.9M reactions from patents (1976-2016). The task is: Predict the reactants needed to synthesize the given product. (1) Given the product [Br:17][C:18]1[CH:25]=[C:24]([CH:23]=[CH:22][C:19]=1[CH:20]=[O:21])[O:10][C:9]1[CH:8]=[CH:7][C:4]([C:5]#[N:6])=[CH:3][C:2]=1[F:1], predict the reactants needed to synthesize it. The reactants are: [F:1][C:2]1[CH:3]=[C:4]([CH:7]=[CH:8][C:9]=1[OH:10])[C:5]#[N:6].C([O-])([O-])=O.[K+].[K+].[Br:17][C:18]1[CH:25]=[C:24](F)[CH:23]=[CH:22][C:19]=1[CH:20]=[O:21].Cl. (2) Given the product [OH:1][CH2:2][C@H:3]([NH:8][C:9]1[C:10]2[S:18][C:17](=[O:19])[NH:16][C:11]=2[N:12]=[C:13]([S:15][CH:22]([C:24]2[CH:29]=[CH:28][CH:27]=[CH:26][N:25]=2)[CH3:23])[N:14]=1)[CH2:4][CH:5]([CH3:7])[CH3:6], predict the reactants needed to synthesize it. The reactants are: [OH:1][CH2:2][C@H:3]([NH:8][C:9]1[C:10]2[S:18][C:17](=[O:19])[NH:16][C:11]=2[N:12]=[C:13]([SH:15])[N:14]=1)[CH2:4][CH:5]([CH3:7])[CH3:6].Cl.Cl[CH:22]([C:24]1[CH:29]=[CH:28][CH:27]=[CH:26][N:25]=1)[CH3:23].C(=O)([O-])[O-].[Cs+].[Cs+].O. (3) Given the product [C:44]([O:43][C:41](=[O:42])[CH2:40][N:22]1[C:23]2[C:19](=[CH:18][C:17]([F:16])=[CH:25][CH:24]=2)[C:20]([C:27]2[C:32]3[CH:33]=[CH:34][CH:35]=[CH:36][C:31]=3[S:30](=[O:37])(=[O:38])[N:29]([CH2:4][C:3]3[CH:6]=[CH:7][CH:8]=[CH:9][C:2]=3[Cl:1])[N:28]=2)=[C:21]1[CH3:26])([CH3:47])([CH3:46])[CH3:45], predict the reactants needed to synthesize it. The reactants are: [Cl:1][C:2]1[CH:9]=[CH:8][CH:7]=[CH:6][C:3]=1[CH2:4]Cl.C([O-])([O-])=O.[K+].[K+].[F:16][C:17]1[CH:18]=[C:19]2[C:23](=[CH:24][CH:25]=1)[NH:22][C:21]([CH3:26])=[C:20]2[C:27]1[C:32]2[CH:33]=[CH:34][CH:35]=[CH:36][C:31]=2[S:30](=[O:38])(=[O:37])[NH:29][N:28]=1.Br[CH2:40][C:41]([O:43][C:44]([CH3:47])([CH3:46])[CH3:45])=[O:42]. (4) Given the product [Cl:36][C:31]1[CH:32]=[CH:33][CH:34]=[CH:35][C:30]=1[N:16]1[C:17](=[O:18])[C:19]2[C@H:20]3[C:26]([CH3:28])([CH3:27])[C@:23]([CH3:29])([CH2:22][CH2:21]3)[C:24]=2[NH:15]1, predict the reactants needed to synthesize it. The reactants are: FC(F)(F)C(O)=O.C(OC([NH:15][N:16]([C:30]1[CH:35]=[CH:34][CH:33]=[CH:32][C:31]=1[Cl:36])[C:17]([CH:19]1[C:24](=O)[C@:23]2([CH3:29])[C:26]([CH3:28])([CH3:27])[C@H:20]1[CH2:21][CH2:22]2)=[O:18])=O)(C)(C)C. (5) Given the product [C:1]([O:5][C:6](=[O:35])[NH:7][C:8]1[S:9][C:10]([C:41]2[CH:42]=[CH:43][C:38]([C:36]#[N:37])=[CH:39][CH:40]=2)=[CH:11][C:12]=1[C:13]([N:15]1[CH2:20][CH2:19][CH:18]([N:21]2[CH2:33][CH2:32][CH2:31][C:23]3([C:27](=[O:28])[O:26][C:25]([CH3:30])([CH3:29])[CH2:24]3)[CH2:22]2)[CH2:17][CH2:16]1)=[O:14])([CH3:4])([CH3:3])[CH3:2], predict the reactants needed to synthesize it. The reactants are: [C:1]([O:5][C:6](=[O:35])[NH:7][C:8]1[S:9][C:10](Br)=[CH:11][C:12]=1[C:13]([N:15]1[CH2:20][CH2:19][CH:18]([N:21]2[CH2:33][CH2:32][CH2:31][C:23]3([C:27](=[O:28])[O:26][C:25]([CH3:30])([CH3:29])[CH2:24]3)[CH2:22]2)[CH2:17][CH2:16]1)=[O:14])([CH3:4])([CH3:3])[CH3:2].[C:36]([C:38]1[CH:43]=[CH:42][C:41](B(O)O)=[CH:40][CH:39]=1)#[N:37]. (6) Given the product [Si:1]([O:8][CH2:9][C:10]1[CH:11]=[CH:12][C:13]([C:16]2([CH2:21][C:20]([NH2:29])=[O:23])[CH2:18][CH2:17]2)=[N:14][CH:15]=1)([C:4]([CH3:7])([CH3:6])[CH3:5])([CH3:3])[CH3:2], predict the reactants needed to synthesize it. The reactants are: [Si:1]([O:8][CH2:9][C:10]1[CH:11]=[CH:12][C:13]([C:16]2(N)[CH2:18][CH2:17]2)=[N:14][CH:15]=1)([C:4]([CH3:7])([CH3:6])[CH3:5])([CH3:3])[CH3:2].[C:20]([O:23]C(=O)C)(=O)[CH3:21].CO.[N:29]1C=CC=CC=1.